Dataset: Full USPTO retrosynthesis dataset with 1.9M reactions from patents (1976-2016). Task: Predict the reactants needed to synthesize the given product. (1) Given the product [CH3:11][O:10][C:8](=[O:9])[CH2:7][CH:5]1[C:4](=[O:12])[N:3]([CH2:13][C:14]2[CH:21]=[CH:20][C:17]([CH3:18])=[CH:16][CH:15]=2)[C:2](=[O:1])[NH:6]1, predict the reactants needed to synthesize it. The reactants are: [O:1]=[C:2]1[NH:6][CH:5]([CH2:7][C:8]([O:10][CH3:11])=[O:9])[C:4](=[O:12])[NH:3]1.[CH3:13][C:14]1[CH:21]=[CH:20][C:17]([CH2:18]Br)=[CH:16][CH:15]=1.[O-]S([O-])(=O)=O.[Mg+2].C([O-])([O-])=O.[K+].[K+]. (2) Given the product [Br:1][C:2]1[CH:3]=[C:4]([C:14]([NH:17][CH2:18][C:19]2[C:20](=[O:29])[NH:21][C:22]([CH3:28])=[CH:23][C:24]=2[CH2:25][CH2:26][CH3:27])=[O:16])[C:5]2[CH:6]=[N:7][N:8]([CH2:11][CH2:12][CH3:13])[C:9]=2[CH:10]=1, predict the reactants needed to synthesize it. The reactants are: [Br:1][C:2]1[CH:3]=[C:4]([C:14]([OH:16])=O)[C:5]2[CH:6]=[N:7][N:8]([CH2:11][CH2:12][CH3:13])[C:9]=2[CH:10]=1.[NH2:17][CH2:18][C:19]1[C:20](=[O:29])[NH:21][C:22]([CH3:28])=[CH:23][C:24]=1[CH2:25][CH2:26][CH3:27]. (3) Given the product [OH:25][C@H:24]([C:19]([CH3:26])([CH3:18])[CH2:20][OH:21])[C:22]([NH:15][CH2:14][CH2:13][NH:12][CH2:11][CH2:10][O:9][C:8]1[CH:16]=[CH:17][C:5]([S:2]([CH3:1])(=[O:3])=[O:4])=[CH:6][CH:7]=1)=[O:23], predict the reactants needed to synthesize it. The reactants are: [CH3:1][S:2]([C:5]1[CH:17]=[CH:16][C:8]([O:9][CH2:10][CH2:11][NH:12][CH2:13][CH2:14][NH2:15])=[CH:7][CH:6]=1)(=[O:4])=[O:3].[CH3:18][C:19]1([CH3:26])[C@@H:24]([OH:25])[C:22](=[O:23])[O:21][CH2:20]1. (4) Given the product [Cl:15][C:3]1[CH:4]=[CH:5][C:6]([NH:8][C:9](=[O:14])[C:10]([CH3:11])([CH3:13])[CH3:12])=[N:7][C:2]=1[Cl:1], predict the reactants needed to synthesize it. The reactants are: [Cl:1][C:2]1[N:7]=[C:6]([NH:8][C:9](=[O:14])[C:10]([CH3:13])([CH3:12])[CH3:11])[CH:5]=[CH:4][CH:3]=1.[Cl:15]N1C(=O)CCC1=O.